Dataset: Reaction yield outcomes from USPTO patents with 853,638 reactions. Task: Predict the reaction yield, written as a fraction of the theoretical maximum amount of product (1.0 means a 100% yield; for example, 0.34 means a 34% yield). (1) The reactants are Br.Br.[CH2:3]1[C:9]2[CH:10]=[CH:11][C:12]([NH2:14])=[CH:13][C:8]=2[CH2:7][CH2:6][NH:5][CH2:4]1.[OH-:15].[Na+].[C:17]1([CH3:29])[CH:22]=[CH:21][CH:20]=[C:19]([S:23]([N:26]=[C:27]=[O:28])(=[O:25])=[O:24])[CH:18]=1.C(O[CH2:33][CH3:34])C. The catalyst is C(Cl)Cl. The product is [CH3:29][C:17]1[CH:18]=[C:19]([S:23]([NH:26][C:27]([N:5]2[CH2:4][CH2:3][C:9]3[CH:10]=[CH:11][C:12]([NH:14][C:27](=[O:28])[NH:26][S:23]([C:19]4[CH:18]=[CH:17][CH:22]=[C:33]([CH3:34])[CH:20]=4)(=[O:24])=[O:15])=[CH:13][C:8]=3[CH2:7][CH2:6]2)=[O:28])(=[O:25])=[O:24])[CH:20]=[CH:21][CH:22]=1. The yield is 0.560. (2) The reactants are [NH2:1][C:2]1[CH:7]=[CH:6][C:5](Br)=[CH:4][N:3]=1.[CH2:9]([S:11]([C:14]1[CH:19]=[CH:18][C:17](B(O)O)=[CH:16][CH:15]=1)(=[O:13])=[O:12])[CH3:10].C([O-])([O-])=O.[Na+].[Na+]. The catalyst is CCCCO.C1C=CC([P]([Pd]([P](C2C=CC=CC=2)(C2C=CC=CC=2)C2C=CC=CC=2)([P](C2C=CC=CC=2)(C2C=CC=CC=2)C2C=CC=CC=2)[P](C2C=CC=CC=2)(C2C=CC=CC=2)C2C=CC=CC=2)(C2C=CC=CC=2)C2C=CC=CC=2)=CC=1. The product is [CH2:9]([S:11]([C:14]1[CH:19]=[CH:18][C:17]([C:5]2[CH:6]=[CH:7][C:2]([NH2:1])=[N:3][CH:4]=2)=[CH:16][CH:15]=1)(=[O:12])=[O:13])[CH3:10]. The yield is 0.470. (3) The reactants are [NH2:1][C:2]1[CH:3]=[C:4]2[C:9](=[CH:10][CH:11]=1)[N:8]([CH2:12][CH2:13][N:14]([CH3:16])[CH3:15])[C:7](=O)[CH2:6][CH2:5]2.[H-].[H-].[H-].[H-].[Li+].[Al+3].[OH-].[Na+].[O-]S([O-])(=O)=O.[Na+].[Na+]. The catalyst is C1COCC1. The product is [CH3:15][N:14]([CH3:16])[CH2:13][CH2:12][N:8]1[C:9]2[C:4](=[CH:3][C:2]([NH2:1])=[CH:11][CH:10]=2)[CH2:5][CH2:6][CH2:7]1. The yield is 0.762. (4) The reactants are Br[C:2]1[CH:7]=[CH:6][CH:5]=[CH:4][N:3]=1.[C:8]([O:12][C:13](=[O:28])[N:14]([C:21]1[CH:26]=[CH:25][CH:24]=[C:23]([F:27])[CH:22]=1)[C:15](=[O:20])[CH2:16][CH2:17][C:18]#[CH:19])([CH3:11])([CH3:10])[CH3:9]. No catalyst specified. The product is [C:8]([O:12][C:13](=[O:28])[N:14]([C:21]1[CH:26]=[CH:25][CH:24]=[C:23]([F:27])[CH:22]=1)[C:15](=[O:20])[CH2:16][CH2:17][C:18]#[C:19][C:2]1[CH:7]=[CH:6][CH:5]=[CH:4][N:3]=1)([CH3:11])([CH3:9])[CH3:10]. The yield is 0.600. (5) The reactants are [NH:1]1[CH2:6][CH2:5][CH2:4][CH:3]([O:7][C:8]2[CH:13]=[CH:12][C:11]([NH:14][C:15]([C:17]3[N:18]=[C:19]([C:26]4[CH:31]=[CH:30][CH:29]=[CH:28][CH:27]=4)[O:20][C:21]=3[C:22]([F:25])([F:24])[F:23])=[O:16])=[CH:10][CH:9]=2)[CH2:2]1.[CH3:32][C:33]1([CH3:41])[CH2:38][CH2:37][C:36](=[O:39])[O:35][C:34]1=[O:40].C(N(CC)CC)C. The catalyst is CS(C)=O. The product is [CH3:32][C:33]([CH3:41])([CH2:38][CH2:37][C:36](=[O:39])[N:1]1[CH2:6][CH2:5][CH2:4][CH:3]([O:7][C:8]2[CH:13]=[CH:12][C:11]([NH:14][C:15]([C:17]3[N:18]=[C:19]([C:26]4[CH:31]=[CH:30][CH:29]=[CH:28][CH:27]=4)[O:20][C:21]=3[C:22]([F:25])([F:23])[F:24])=[O:16])=[CH:10][CH:9]=2)[CH2:2]1)[C:34]([OH:40])=[O:35]. The yield is 0.560.